From a dataset of Full USPTO retrosynthesis dataset with 1.9M reactions from patents (1976-2016). Predict the reactants needed to synthesize the given product. (1) Given the product [C:35](=[S:44])([O:36][C:37]1[CH:42]=[CH:41][CH:40]=[CH:39][CH:38]=1)[O:34][C@@H:12]1[C@@H:13]2[O:14][Si:15]([CH:28]([CH3:30])[CH3:29])([CH:31]([CH3:33])[CH3:32])[O:16][Si:17]([CH:25]([CH3:26])[CH3:27])([CH:22]([CH3:23])[CH3:24])[O:18][CH2:19][C@H:20]2[O:21][C@H:11]1[C:10]1[N:6]2[C:7]([C:2]([NH2:1])=[N:3][CH:4]=[N:5]2)=[CH:8][CH:9]=1, predict the reactants needed to synthesize it. The reactants are: [NH2:1][C:2]1[C:7]2=[CH:8][CH:9]=[C:10]([C@@H:11]3[O:21][C@H:20]4[C@@H:13]([O:14][Si:15]([CH:31]([CH3:33])[CH3:32])([CH:28]([CH3:30])[CH3:29])[O:16][Si:17]([CH:25]([CH3:27])[CH3:26])([CH:22]([CH3:24])[CH3:23])[O:18][CH2:19]4)[C@H:12]3[OH:34])[N:6]2[N:5]=[CH:4][N:3]=1.[C:35](=[S:44])(Cl)[O:36][C:37]1[CH:42]=[CH:41][CH:40]=[CH:39][CH:38]=1. (2) Given the product [Cl:51][C:47]1[CH:46]=[C:45]([CH:50]=[CH:49][CH:48]=1)[O:44][CH2:43][CH2:42][CH2:41][CH2:40][O:1][C:2]1[CH:7]=[CH:6][C:5]([CH:8]2[CH2:13][CH2:12][N:11]([C:14]([O:16][C:17]([CH3:19])([CH3:20])[CH3:18])=[O:15])[CH2:10][CH:9]2[O:21][CH2:22][C:23]2[CH:32]=[C:31]3[C:26]([CH2:27][CH2:28][C:29](=[O:38])[N:30]3[CH2:33][CH2:34][CH2:35][O:36][CH3:37])=[CH:25][CH:24]=2)=[CH:4][CH:3]=1, predict the reactants needed to synthesize it. The reactants are: [OH:1][C:2]1[CH:7]=[CH:6][C:5]([CH:8]2[CH2:13][CH2:12][N:11]([C:14]([O:16][C:17]([CH3:20])([CH3:19])[CH3:18])=[O:15])[CH2:10][CH:9]2[O:21][CH2:22][C:23]2[CH:32]=[C:31]3[C:26]([CH2:27][CH2:28][C:29](=[O:38])[N:30]3[CH2:33][CH2:34][CH2:35][O:36][CH3:37])=[CH:25][CH:24]=2)=[CH:4][CH:3]=1.Br[CH2:40][CH2:41][CH2:42][CH2:43][O:44][C:45]1[CH:50]=[CH:49][CH:48]=[C:47]([Cl:51])[CH:46]=1. (3) Given the product [Br:1][C:2]1[CH:9]=[CH:8][C:5]([C:6]#[N:7])=[C:4]([OH:10])[CH:3]=1, predict the reactants needed to synthesize it. The reactants are: [Br:1][C:2]1[CH:9]=[CH:8][C:5]([C:6]#[N:7])=[C:4]([O:10]C)[CH:3]=1.[Cl-].[Al+3].[Cl-].[Cl-]. (4) Given the product [F:12][C:11]1[CH:10]=[C:9]2[C:4]([CH2:5][CH2:6][C:7](=[O:14])[N:8]2[CH3:13])=[CH:3][C:2]=1[C:53]1[CH:54]=[C:55]([CH2:59][NH:60][S:61]([CH2:64][CH3:65])(=[O:62])=[O:63])[CH:56]=[N:57][CH:58]=1.[F:28][C:17]1[C:16]([C:53]2[CH:54]=[C:55]([CH2:59][NH:60][S:61]([CH2:64][CH3:65])(=[O:62])=[O:63])[CH:56]=[N:57][CH:58]=2)=[CH:25][CH:24]=[C:23]2[C:18]=1[CH2:19][CH2:20][C:21](=[O:27])[N:22]2[CH3:26], predict the reactants needed to synthesize it. The reactants are: Br[C:2]1[CH:3]=[C:4]2[C:9](=[CH:10][C:11]=1[F:12])[N:8]([CH3:13])[C:7](=[O:14])[CH2:6][CH2:5]2.Br[C:16]1[C:17]([F:28])=[C:18]2[C:23](=[CH:24][CH:25]=1)[N:22]([CH3:26])[C:21](=[O:27])[CH2:20][CH2:19]2.CC1(C)C(C)(C)OB(B2OC(C)(C)C(C)(C)O2)O1.C([O-])(=O)C.[K+].Br[C:53]1[CH:54]=[C:55]([CH2:59][NH:60][S:61]([CH2:64][CH3:65])(=[O:63])=[O:62])[CH:56]=[N:57][CH:58]=1. (5) The reactants are: [C-:1]#[N:2].[K+].[C-]#N.[Na+].C1OCCOCCOCCOCCOCCOC1.Br[CH2:26][C@H:27]1[N:31]([CH3:32])[C:30](=[O:33])[CH2:29][CH2:28]1. Given the product [CH3:32][N:31]1[C:30](=[O:33])[CH2:29][CH2:28][C@H:27]1[CH2:26][C:1]#[N:2], predict the reactants needed to synthesize it. (6) Given the product [CH3:1][O:2][C:3](=[O:15])[CH2:4][C:5]1[CH:10]=[CH:9][C:8]([OH:11])=[C:7]([NH2:12])[CH:6]=1, predict the reactants needed to synthesize it. The reactants are: [CH3:1][O:2][C:3](=[O:15])[CH2:4][C:5]1[CH:10]=[CH:9][C:8]([OH:11])=[C:7]([N+:12]([O-])=O)[CH:6]=1.CO.[H][H].